The task is: Predict which catalyst facilitates the given reaction.. This data is from Catalyst prediction with 721,799 reactions and 888 catalyst types from USPTO. (1) Reactant: [NH:1]([C:6]([O:8][C:9]([CH3:12])([CH3:11])[CH3:10])=[O:7])[CH2:2][C:3]([OH:5])=[O:4].[CH2:13](O)[CH2:14][CH2:15][CH2:16][CH2:17][CH2:18][CH2:19][CH2:20][CH2:21][CH2:22][CH2:23][CH2:24][CH2:25][CH2:26][CH2:27][CH3:28].CN(C1C=CC=CN=1)C.C1(N=C=NC2CCCCC2)CCCCC1. Product: [CH2:28]([O:4][C:3](=[O:5])[CH2:2][NH:1][C:6]([O:8][C:9]([CH3:12])([CH3:11])[CH3:10])=[O:7])[CH2:27][CH2:26][CH2:25][CH2:24][CH2:23][CH2:22][CH2:21][CH2:20][CH2:19][CH2:18][CH2:17][CH2:16][CH2:15][CH2:14][CH3:13]. The catalyst class is: 4. (2) Reactant: [Br:1][C:2]1[C:13]([CH3:14])=[CH:12][C:5]([O:6][C@H:7]2[CH2:10][C@H:9]([OH:11])[CH2:8]2)=[CH:4][C:3]=1[CH3:15].CC(OI1(OC(C)=O)(OC(C)=O)OC(=O)C2C=CC=CC1=2)=O.C([O-])(O)=O.[Na+].[O-]S([O-])(=S)=O.[Na+].[Na+]. Product: [Br:1][C:2]1[C:13]([CH3:14])=[CH:12][C:5]([O:6][CH:7]2[CH2:10][C:9](=[O:11])[CH2:8]2)=[CH:4][C:3]=1[CH3:15]. The catalyst class is: 2. (3) Reactant: [Li]CCCC.Br[C:7]1[CH:8]=[C:9]2[C:14](=[CH:15][CH:16]=1)[O:13][C:12]([CH3:18])([CH3:17])[CH:11]=[CH:10]2.[CH3:19][O:20][C:21]1[CH:22]=[C:23]2[C:28](=[CH:29][C:30]=1[O:31][CH3:32])[O:27][CH2:26][CH2:25][CH:24]2[CH:33]=[O:34].[NH4+].[Cl-]. Product: [CH3:19][O:20][C:21]1[CH:22]=[C:23]2[C:28](=[CH:29][C:30]=1[O:31][CH3:32])[O:27][CH2:26][CH2:25][CH:24]2[CH:33]([C:7]1[CH:8]=[C:9]2[C:14](=[CH:15][CH:16]=1)[O:13][C:12]([CH3:18])([CH3:17])[CH:11]=[CH:10]2)[OH:34]. The catalyst class is: 1. (4) Reactant: C([O:3][C:4](=[O:39])[C@@H:5]([NH:15][C@H:16]([C:31](=[O:38])[NH:32][C:33]1[NH:37][N:36]=[N:35][N:34]=1)[CH2:17][C:18]1[CH:23]=[CH:22][C:21]([C:24]2[CH:29]=[CH:28][CH:27]=[C:26]([Cl:30])[CH:25]=2)=[CH:20][CH:19]=1)[CH2:6][O:7]CC1C=CC=CC=1)C. Product: [Cl:30][C:26]1[CH:25]=[C:24]([C:21]2[CH:20]=[CH:19][C:18]([CH2:17][C@H:16]([NH:15][C@@H:5]([CH2:6][OH:7])[C:4]([OH:39])=[O:3])[C:31](=[O:38])[NH:32][C:33]3[NH:37][N:36]=[N:35][N:34]=3)=[CH:23][CH:22]=2)[CH:29]=[CH:28][CH:27]=1.[C:21]1([C:24]2[CH:25]=[CH:26][CH:27]=[CH:28][CH:29]=2)[CH:20]=[CH:19][C:18]([CH2:17][C@H:16]([NH:15][C@@H:5]([CH2:6][OH:7])[C:4]([OH:39])=[O:3])[C:31](=[O:38])[NH:32][C:33]2[NH:34][N:35]=[N:36][N:37]=2)=[CH:23][CH:22]=1. The catalyst class is: 591. (5) Product: [F:33][C:26]1[CH:27]=[C:28]([S:31][CH3:32])[CH:29]=[CH:30][C:25]=1[B:10]1[O:11][C:12]([CH3:17])([CH3:18])[C:13]([CH3:15])([CH3:16])[O:14]1. The catalyst class is: 75. Reactant: [B:10]1([B:10]2[O:14][C:13]([CH3:16])([CH3:15])[C:12]([CH3:18])([CH3:17])[O:11]2)[O:14][C:13]([CH3:16])([CH3:15])[C:12]([CH3:18])([CH3:17])[O:11]1.CC([O-])=O.[K+].Br[C:25]1[CH:30]=[CH:29][C:28]([S:31][CH3:32])=[CH:27][C:26]=1[F:33].